This data is from Forward reaction prediction with 1.9M reactions from USPTO patents (1976-2016). The task is: Predict the product of the given reaction. (1) Given the reactants C(P1(=O)OP(CCC)(=O)OP(CCC)(=O)O1)CC.[C:19]([O:23][C:24]([N:26]1[CH2:35][CH2:34][C:33]2[N:32]=[C:31]([O:36][CH3:37])[CH:30]=[CH:29][C:28]=2[CH:27]1[C:38]([OH:40])=O)=[O:25])([CH3:22])([CH3:21])[CH3:20].[F:41][C:42]1[CH:43]=[C:44]([NH2:53])[CH:45]=[C:46]2[C:50]=1[C:49]([CH3:52])([CH3:51])[CH2:48][CH2:47]2.CCN(C(C)C)C(C)C, predict the reaction product. The product is: [F:41][C:42]1[CH:43]=[C:44]([NH:53][C:38]([CH:27]2[N:26]([C:24]([O:23][C:19]([CH3:21])([CH3:20])[CH3:22])=[O:25])[CH2:35][CH2:34][C:33]3[N:32]=[C:31]([O:36][CH3:37])[CH:30]=[CH:29][C:28]2=3)=[O:40])[CH:45]=[C:46]2[C:50]=1[C:49]([CH3:51])([CH3:52])[CH2:48][CH2:47]2. (2) Given the reactants [N+:1]([C:4]1[CH:5]=[CH:6][C:7]2[S:11][N:10]=[C:9]([NH2:12])[C:8]=2[CH:13]=1)([O-:3])=[O:2].[N:14]([CH2:17][CH2:18][CH2:19][CH2:20][CH2:21][CH3:22])=[C:15]=[O:16], predict the reaction product. The product is: [CH2:17]([NH:14][C:15]([NH:12][C:9]1[C:8]2[CH:13]=[C:4]([N+:1]([O-:3])=[O:2])[CH:5]=[CH:6][C:7]=2[S:11][N:10]=1)=[O:16])[CH2:18][CH2:19][CH2:20][CH2:21][CH3:22]. (3) Given the reactants [CH:1]1([C:4]([C:7]2[CH:16]=[CH:15][C:10]3[O:11][CH2:12][CH2:13][O:14][C:9]=3[CH:8]=2)(O)[CH3:5])[CH2:3][CH2:2]1.FC(F)(F)C(O)=O.[CH3:24][S:25][CH2:26][C:27]1[CH:28]=[CH:29][CH:30]=[C:31]2[C:35]=1[NH:34][CH:33]=[CH:32]2, predict the reaction product. The product is: [CH:1]1([C:4]([C:32]2[C:31]3[C:35](=[C:27]([CH2:26][S:25][CH3:24])[CH:28]=[CH:29][CH:30]=3)[NH:34][CH:33]=2)([C:7]2[CH:16]=[CH:15][C:10]3[O:11][CH2:12][CH2:13][O:14][C:9]=3[CH:8]=2)[CH3:5])[CH2:3][CH2:2]1. (4) Given the reactants CC(OI1(OC(C)=O)(OC(C)=O)OC(=O)C2C=CC=CC1=2)=O.[F:23][C:24]1[C:29]([F:30])=[CH:28][CH:27]=[CH:26][C:25]=1[C@H:31]1[CH2:37][N:36]2[C:38]([CH2:41][CH:42]([OH:44])[CH3:43])=[CH:39][N:40]=[C:35]2[C@H:34]([NH:45][C:46](=[O:52])[O:47][C:48]([CH3:51])([CH3:50])[CH3:49])[CH2:33][CH2:32]1, predict the reaction product. The product is: [F:23][C:24]1[C:29]([F:30])=[CH:28][CH:27]=[CH:26][C:25]=1[C@H:31]1[CH2:37][N:36]2[C:38]([CH2:41][C:42](=[O:44])[CH3:43])=[CH:39][N:40]=[C:35]2[C@H:34]([NH:45][C:46](=[O:52])[O:47][C:48]([CH3:51])([CH3:50])[CH3:49])[CH2:33][CH2:32]1. (5) The product is: [Br-:10].[CH3:24][C:13]1[C:12]([CH2:11][N+:3]2[C:2]([Cl:1])=[C:6]([Cl:7])[N:5]([CH2:26][C:27]3[C:36]4[C:31](=[CH:32][CH:33]=[CH:34][CH:35]=4)[CH:30]=[CH:29][CH:28]=3)[CH:4]=2)=[C:17]([CH3:18])[C:16]([CH2:19][N+:3]2[C:2]([Cl:1])=[C:6]([Cl:7])[N:5]([CH2:39][C:38]3[C:34]4[C:37](=[CH:38][CH:39]=[CH:32][CH:33]=4)[CH:41]=[CH:41][CH:37]=3)[CH:4]=2)=[C:15]([CH3:21])[C:14]=1[CH2:22][N+:3]1[C:2]([Cl:1])=[C:6]([Cl:7])[N:5]([CH2:41][C:37]2[C:36]3[C:27](=[CH:28][CH:29]=[CH:30][CH:31]=3)[CH:26]=[CH:39][CH:38]=2)[CH:4]=1.[Br-:25].[Br-:10]. Given the reactants [Cl:1][C:2]1[N:3]=[CH:4][NH:5][C:6]=1[Cl:7].[OH-].[K+].[Br:10][CH2:11][C:12]1[C:17]([CH3:18])=[C:16]([CH2:19]Br)[C:15]([CH3:21])=[C:14]([CH2:22]Br)[C:13]=1[CH3:24].[Br:25][CH2:26][C:27]1[C:36]2[C:31](=[CH:32][CH:33]=[CH:34][CH:35]=2)[CH:30]=[CH:29][CH:28]=1.[CH2:37]1[CH2:41]O[CH2:39][CH2:38]1, predict the reaction product. (6) Given the reactants [NH:1]1[CH:5]=[C:4]([C:6]2[C:7]([NH2:12])=[N:8][CH:9]=[CH:10][CH:11]=2)[CH:3]=[N:2]1.O1CCCC1.[H-].[Na+].Cl[CH2:21][C:22]1[CH:27]=[CH:26][C:25]([CH2:28][O:29][CH2:30][C:31]#[CH:32])=[CH:24][CH:23]=1, predict the reaction product. The product is: [CH2:30]([O:29][CH2:28][C:25]1[CH:24]=[CH:23][C:22]([CH2:21][N:1]2[CH:5]=[C:4]([C:6]3[C:7]([NH2:12])=[N:8][CH:9]=[CH:10][CH:11]=3)[CH:3]=[N:2]2)=[CH:27][CH:26]=1)[C:31]#[CH:32]. (7) The product is: [CH2:1]([O:3][C:4]([C:6]1[CH:7]=[CH:8][C:9]([Cl:16])=[C:10]2[O:14][CH:13]=[CH:12][C:11]=12)=[O:5])[CH3:2]. Given the reactants [CH2:1]([O:3][C:4]([C:6]1[CH:7]=[CH:8][C:9]([Cl:16])=[C:10]2[O:14][CH:13](O)[CH2:12][C:11]=12)=[O:5])[CH3:2].C(OC(C1C=CC(Cl)=C2OC(OC)CC=12)=O)C.CC1C=CC(S(O)(=O)=O)=CC=1, predict the reaction product. (8) The product is: [CH2:1]([O:3][C:4]([C:6]1[O:14][C:13]2[C:12]([CH3:28])=[CH:11][N:10]=[CH:9][C:8]=2[C:7]=1[NH:16][C:17]1[CH:22]=[CH:21][C:20]([Si:23]([CH3:26])([CH3:25])[CH3:24])=[CH:19][C:18]=1[F:27])=[O:5])[CH3:2]. Given the reactants [CH2:1]([O:3][C:4]([C:6]1[O:14][C:13]2[C:12](Br)=[CH:11][N:10]=[CH:9][C:8]=2[C:7]=1[NH:16][C:17]1[CH:22]=[CH:21][C:20]([Si:23]([CH3:26])([CH3:25])[CH3:24])=[CH:19][C:18]=1[F:27])=[O:5])[CH3:2].[C:28](=O)([O-])[O-].[K+].[K+].CB1OB(C)OB(C)O1, predict the reaction product. (9) Given the reactants [Cl:1][C:2]1[CH:3]=[CH:4][C:5]([C:27]#[N:28])=[C:6]([C:8]2[C:13]([O:14][CH3:15])=[CH:12][N:11]([CH:16]([CH2:20][C@H:21]3[CH2:25][CH2:24][CH2:23][O:22]3)[C:17]([OH:19])=O)[C:10](=[O:26])[CH:9]=2)[CH:7]=1.[NH2:29][C:30]1[CH:42]=[CH:41][C:33]([C:34]([O:36][C:37]([CH3:40])([CH3:39])[CH3:38])=[O:35])=[CH:32][CH:31]=1, predict the reaction product. The product is: [Cl:1][C:2]1[CH:3]=[CH:4][C:5]([C:27]#[N:28])=[C:6]([C:8]2[C:13]([O:14][CH3:15])=[CH:12][N:11]([CH:16]([CH2:20][C@H:21]3[CH2:25][CH2:24][CH2:23][O:22]3)[C:17]([NH:29][C:30]3[CH:42]=[CH:41][C:33]([C:34]([O:36][C:37]([CH3:38])([CH3:39])[CH3:40])=[O:35])=[CH:32][CH:31]=3)=[O:19])[C:10](=[O:26])[CH:9]=2)[CH:7]=1. (10) Given the reactants [OH:1][C@H:2]([CH2:8][C:9](=[O:11])[O-:10])[CH2:3][N+:4]([CH3:7])([CH3:6])[CH3:5].[C:12](OC(=O)C)(=[O:14])[CH3:13], predict the reaction product. The product is: [CH3:13][C:12]([O:1][C@@H:2]([CH2:3][N+:4]([CH3:7])([CH3:5])[CH3:6])[CH2:8][C:9]([O-:10])=[O:11])=[O:14].